From a dataset of Peptide-MHC class II binding affinity with 134,281 pairs from IEDB. Regression. Given a peptide amino acid sequence and an MHC pseudo amino acid sequence, predict their binding affinity value. This is MHC class II binding data. (1) The MHC is DRB1_0401 with pseudo-sequence DRB1_0401. The binding affinity (normalized) is 0.0384. The peptide sequence is EPVCLLLHGSPGAGKSVATN. (2) The peptide sequence is KLCLMKAQPTSWPLQ. The MHC is DRB1_1302 with pseudo-sequence DRB1_1302. The binding affinity (normalized) is 0.444. (3) The peptide sequence is AAAEAGTTVYGAFAA. The MHC is HLA-DQA10501-DQB10301 with pseudo-sequence HLA-DQA10501-DQB10301. The binding affinity (normalized) is 0.679. (4) The peptide sequence is DPVKLVKMWEDEVKD. The MHC is HLA-DQA10501-DQB10301 with pseudo-sequence HLA-DQA10501-DQB10301. The binding affinity (normalized) is 0.284. (5) The peptide sequence is PPDAASAAPLRTITA. The MHC is DRB1_0901 with pseudo-sequence DRB1_0901. The binding affinity (normalized) is 0.162. (6) The peptide sequence is EKKYFAATQFEMLAA. The MHC is HLA-DQA10501-DQB10201 with pseudo-sequence HLA-DQA10501-DQB10201. The binding affinity (normalized) is 0.517.